Dataset: Blood-brain barrier penetration binary classification data from Martins et al.. Task: Regression/Classification. Given a drug SMILES string, predict its absorption, distribution, metabolism, or excretion properties. Task type varies by dataset: regression for continuous measurements (e.g., permeability, clearance, half-life) or binary classification for categorical outcomes (e.g., BBB penetration, CYP inhibition). Dataset: bbb_martins. The drug is CC(Cc1ccccc1)N(C)C. The result is 1 (penetrates BBB).